From a dataset of Forward reaction prediction with 1.9M reactions from USPTO patents (1976-2016). Predict the product of the given reaction. (1) The product is: [NH2:29][CH2:28][CH2:27][CH2:26][O:25][CH2:24][CH2:23][CH2:22][CH2:21][CH2:20][O:19][C:18]1[CH:37]=[CH:38][C:15]([C:13]([NH:12][C@H:8]2[C:7]([CH3:40])([CH3:39])[C@H:6]([O:5][C:4]3[CH:41]=[CH:42][C:43]([C:44]#[N:45])=[C:2]([Cl:1])[CH:3]=3)[C:9]2([CH3:11])[CH3:10])=[O:14])=[CH:16][CH:17]=1. Given the reactants [Cl:1][C:2]1[CH:3]=[C:4]([CH:41]=[CH:42][C:43]=1[C:44]#[N:45])[O:5][C@H:6]1[C:9]([CH3:11])([CH3:10])[C@H:8]([NH:12][C:13]([C:15]2[CH:38]=[CH:37][C:18]([O:19][CH2:20][CH2:21][CH2:22][CH2:23][CH2:24][O:25][CH2:26][CH2:27][CH2:28][NH:29]C(=O)OC(C)(C)C)=[CH:17][CH:16]=2)=[O:14])[C:7]1([CH3:40])[CH3:39].FC(F)(F)C(O)=O, predict the reaction product. (2) Given the reactants [Li+].C[Si]([N-][Si](C)(C)C)(C)C.[CH3:11][C:12]1[C:17]([C:18]#[N:19])=[CH:16][N:15]=[CH:14][CH:13]=1.[C:20](=O)([O:23]C)[O:21][CH3:22].C(OCC)(=O)C, predict the reaction product. The product is: [C:18]([C:17]1[CH:16]=[N:15][CH:14]=[CH:13][C:12]=1[CH2:11][C:20]([O:21][CH3:22])=[O:23])#[N:19]. (3) The product is: [C:18]1([C:21]2[CH:22]=[CH:23][CH:24]=[CH:25][CH:26]=2)[CH:17]=[CH:16][C:15]([CH2:14][C@H:12]2[N:11](/[CH:27]=[CH:28]/[C:29]3[CH:30]=[CH:31][CH:32]=[CH:33][CH:34]=3)[C:10](=[O:35])[C:9](=[CH2:1])[CH2:13]2)=[CH:20][CH:19]=1. Given the reactants [C:1]([C@@H:9]1[CH2:13][CH:12]([CH2:14][C:15]2[CH:20]=[CH:19][C:18]([C:21]3[CH:26]=[CH:25][CH:24]=[CH:23][CH:22]=3)=[CH:17][CH:16]=2)[N:11](/[CH:27]=[CH:28]/[C:29]2[CH:34]=[CH:33][CH:32]=[CH:31][CH:30]=2)[C:10]1=[O:35])(=O)C1C=CC=CC=1.C=O.C(N(CC)CC)C.[Cl-].[Li+], predict the reaction product.